From a dataset of Full USPTO retrosynthesis dataset with 1.9M reactions from patents (1976-2016). Predict the reactants needed to synthesize the given product. (1) The reactants are: C(C(CCCC=C)(C(O)=O)C(O)=O)CCC=C.C(OCC)(=O)CC(OCC)=O.[H-].[Na+].BrCCCCC=C.[CH2:38]([C:44]([CH2:51][CH2:52][CH2:53][CH2:54][CH:55]=[CH2:56])(C(O)=O)[C:45]([OH:47])=[O:46])[CH2:39][CH2:40][CH2:41][CH:42]=[CH2:43]. Given the product [CH2:51]([CH:44]([CH2:38][CH2:39][CH2:40][CH2:41][CH:42]=[CH2:43])[C:45]([OH:47])=[O:46])[CH2:52][CH2:53][CH2:54][CH:55]=[CH2:56], predict the reactants needed to synthesize it. (2) Given the product [CH2:8]([O:7][CH2:6][CH2:5][N:4]1[CH2:3][C@H:2]([CH3:15])[O:1][C:20]1=[O:19])[C:9]1[CH:14]=[CH:13][CH:12]=[CH:11][CH:10]=1, predict the reactants needed to synthesize it. The reactants are: [OH:1][C@@H:2]([CH3:15])[CH2:3][NH:4][CH2:5][CH2:6][O:7][CH2:8][C:9]1[CH:14]=[CH:13][CH:12]=[CH:11][CH:10]=1.O.[OH-].[Na+].[O:19]1CCC[CH2:20]1.